This data is from HIV replication inhibition screening data with 41,000+ compounds from the AIDS Antiviral Screen. The task is: Binary Classification. Given a drug SMILES string, predict its activity (active/inactive) in a high-throughput screening assay against a specified biological target. (1) The compound is COC(=O)c1sc(C(=O)OC)c2c1CSC2. The result is 0 (inactive). (2) The molecule is COc1ccc(-c2sc(N=Cc3ccc(-c4ccccc4)cc3)c(C#N)c2C)cc1OC. The result is 0 (inactive). (3) The molecule is CCOC(=O)C1(C(C)=O)CC(C)=C(C)CS1=O. The result is 0 (inactive). (4) The molecule is O=C1C(=Cc2ccc(O)cc2)CCc2ccc([N+](=O)[O-])cc21. The result is 0 (inactive). (5) The molecule is CC1(C)OC(=O)CC2(C)OC12. The result is 0 (inactive).